This data is from Catalyst prediction with 721,799 reactions and 888 catalyst types from USPTO. The task is: Predict which catalyst facilitates the given reaction. (1) Reactant: [C:1]([O:5][C:6](=[O:28])[NH:7][CH2:8][C:9]1[CH:14]=[CH:13][C:12]([CH2:15][NH:16][CH2:17][CH2:18][CH2:19][CH2:20][N:21]([CH2:25][CH2:26][CH3:27])[CH2:22][CH2:23][CH3:24])=[CH:11][CH:10]=1)([CH3:4])([CH3:3])[CH3:2].O.[C:30](#[N:33])[CH:31]=[CH2:32]. Product: [C:1]([O:5][C:6](=[O:28])[NH:7][CH2:8][C:9]1[CH:10]=[CH:11][C:12]([CH2:15][N:16]([CH2:32][CH2:31][C:30]#[N:33])[CH2:17][CH2:18][CH2:19][CH2:20][N:21]([CH2:22][CH2:23][CH3:24])[CH2:25][CH2:26][CH3:27])=[CH:13][CH:14]=1)([CH3:3])([CH3:4])[CH3:2]. The catalyst class is: 5. (2) Reactant: [Cl:1][C:2]1[CH:7]=[CH:6][C:5]([O:8][C:9]2[CH:14]=[CH:13][C:12]([CH2:15][CH2:16]Br)=[CH:11][CH:10]=2)=[CH:4][C:3]=1[C:18]([F:21])([F:20])[F:19].[OH:22][C:23]1[CH:28]=[C:27]([OH:29])[CH:26]=[CH:25][N:24]=1.C(=O)([O-])[O-].[Cs+].[Cs+]. Product: [Cl:1][C:2]1[CH:7]=[CH:6][C:5]([O:8][C:9]2[CH:14]=[CH:13][C:12]([CH2:15][CH2:16][O:29][C:27]3[CH:26]=[CH:25][NH:24][C:23](=[O:22])[CH:28]=3)=[CH:11][CH:10]=2)=[CH:4][C:3]=1[C:18]([F:21])([F:20])[F:19]. The catalyst class is: 9.